This data is from Full USPTO retrosynthesis dataset with 1.9M reactions from patents (1976-2016). The task is: Predict the reactants needed to synthesize the given product. Given the product [CH2:13]([O:12][C:7](=[O:11])[CH:8]=[C:9]1[CH2:10][C:3]([O:5][CH3:6])([O:2][CH3:1])[CH2:4]1)[CH3:14], predict the reactants needed to synthesize it. The reactants are: [CH3:1][O:2][C:3]([O:5][CH3:6])=[CH2:4].[C:7]([O:12][CH2:13][CH3:14])(=[O:11])[CH:8]=[C:9]=[CH2:10].